The task is: Regression. Given a peptide amino acid sequence and an MHC pseudo amino acid sequence, predict their binding affinity value. This is MHC class I binding data.. This data is from Peptide-MHC class I binding affinity with 185,985 pairs from IEDB/IMGT. (1) The peptide sequence is FGALFMWLL. The MHC is HLA-A02:03 with pseudo-sequence HLA-A02:03. The binding affinity (normalized) is 0.0847. (2) The peptide sequence is VVYRGTTTYK. The MHC is HLA-A33:01 with pseudo-sequence HLA-A33:01. The binding affinity (normalized) is 0.183. (3) The peptide sequence is IVLFQRFLR. The MHC is HLA-B35:01 with pseudo-sequence HLA-B35:01. The binding affinity (normalized) is 0.0763. (4) The peptide sequence is ITGNKVKTEL. The MHC is HLA-A68:02 with pseudo-sequence HLA-A68:02. The binding affinity (normalized) is 0.